Dataset: Forward reaction prediction with 1.9M reactions from USPTO patents (1976-2016). Task: Predict the product of the given reaction. (1) Given the reactants [Si:1]([O:8][CH2:9][CH:10]1[CH2:15][CH2:14][C:13]([C:17]2[C:25]3[C:20](=[CH:21][CH:22]=[CH:23][C:24]=3[F:26])[NH:19][N:18]=2)([CH3:16])[CH2:12][CH2:11]1)([C:4]([CH3:7])([CH3:6])[CH3:5])([CH3:3])[CH3:2].[H-].[Na+].[Cl:29][C:30]1[CH:38]=[CH:37][CH:36]=[C:35]([C:39]([F:42])([F:41])[F:40])[C:31]=1[C:32](Cl)=[O:33].O, predict the reaction product. The product is: [Si:1]([O:8][CH2:9][CH:10]1[CH2:11][CH2:12][C:13]([C:17]2[C:25]3[C:20](=[CH:21][CH:22]=[CH:23][C:24]=3[F:26])[N:19]([C:32]([C:31]3[C:35]([C:39]([F:40])([F:41])[F:42])=[CH:36][CH:37]=[CH:38][C:30]=3[Cl:29])=[O:33])[N:18]=2)([CH3:16])[CH2:14][CH2:15]1)([C:4]([CH3:5])([CH3:6])[CH3:7])([CH3:3])[CH3:2]. (2) Given the reactants [NH2:1][CH2:2][C:3]1[O:7][C:6]([C:8]2[CH:9]=[C:10]([CH2:16][CH3:17])[C:11](=[O:15])[NH:12][C:13]=2[CH3:14])=[CH:5][CH:4]=1.[CH3:18][O:19][C:20]1[CH:28]=[CH:27][C:23]([C:24](Cl)=[O:25])=[CH:22][CH:21]=1, predict the reaction product. The product is: [CH2:16]([C:10]1[C:11](=[O:15])[NH:12][C:13]([CH3:14])=[C:8]([C:6]2[O:7][C:3]([CH2:2][NH:1][C:24](=[O:25])[C:23]3[CH:27]=[CH:28][C:20]([O:19][CH3:18])=[CH:21][CH:22]=3)=[CH:4][CH:5]=2)[CH:9]=1)[CH3:17]. (3) Given the reactants C([N:8]1[CH2:13][CH2:12][N:11]([C:14]2[CH:26]=[CH:25][CH:24]=[CH:23][C:15]=2[CH:16]=[C:17]2[CH2:21][CH2:20][NH:19][C:18]2=[O:22])[CH2:10][CH2:9]1)C1C=CC=CC=1, predict the reaction product. The product is: [N:11]1([C:14]2[CH:26]=[CH:25][CH:24]=[CH:23][C:15]=2[CH2:16][CH:17]2[CH2:21][CH2:20][NH:19][C:18]2=[O:22])[CH2:10][CH2:9][NH:8][CH2:13][CH2:12]1. (4) The product is: [CH2:3]([O:5][CH2:6][CH2:7][O:8][C:9]1[CH:10]=[C:11]([CH2:12][OH:13])[CH:16]=[CH:17][C:18]=1[I:19])[CH3:4]. Given the reactants [BH4-].[Li+].[CH2:3]([O:5][CH2:6][CH2:7][O:8][C:9]1[CH:10]=[C:11]([CH:16]=[CH:17][C:18]=1[I:19])[C:12](OC)=[O:13])[CH3:4].Cl, predict the reaction product. (5) Given the reactants [F:1][C:2]1[CH:3]=[C:4]([C:9]#[N:10])[CH:5]=[C:6]([CH:8]=1)[NH2:7].O=C(Cl)[O:13][C:14](Cl)(Cl)Cl.C(N(CC)CC)C.[NH2:26][C:27]1[CH:32]=[CH:31][C:30]([C:33]([F:36])([F:35])[F:34])=[CH:29][C:28]=1[F:37], predict the reaction product. The product is: [F:37][C:28]1[CH:29]=[C:30]([C:33]([F:35])([F:36])[F:34])[CH:31]=[CH:32][C:27]=1[NH:26][C:14]([NH:7][C:6]1[CH:8]=[C:2]([F:1])[CH:3]=[C:4]([C:9]#[N:10])[CH:5]=1)=[O:13]. (6) The product is: [ClH:34].[C:1]([C@@:3]1([CH:31]2[CH2:32][CH2:33]2)[CH2:7][CH2:6][N:5]([C:8]2[CH:13]=[CH:12][N:11]=[C:10]([NH:14][C:15]3[CH:16]=[N:17][N:18]([C:20]([CH3:29])([CH3:28])[C:21]([OH:23])=[O:22])[CH:19]=3)[N:9]=2)[C:4]1=[O:30])#[N:2]. Given the reactants [C:1]([C@@:3]1([CH:31]2[CH2:33][CH2:32]2)[CH2:7][CH2:6][N:5]([C:8]2[CH:13]=[CH:12][N:11]=[C:10]([NH:14][C:15]3[CH:16]=[N:17][N:18]([C:20]([CH3:29])([CH3:28])[C:21]([O:23]C(C)(C)C)=[O:22])[CH:19]=3)[N:9]=2)[C:4]1=[O:30])#[N:2].[ClH:34], predict the reaction product.